Dataset: Forward reaction prediction with 1.9M reactions from USPTO patents (1976-2016). Task: Predict the product of the given reaction. (1) The product is: [N+:1]([C:4]([CH2:5][CH2:6][C:7]1[CH:8]=[CH:9][C:10]([CH2:13][CH2:14][CH2:15][CH2:16][CH2:17][CH2:18][CH2:19][CH3:20])=[CH:11][CH:12]=1)([CH2:23][OH:24])[CH2:21][OH:22])([O-:3])=[O:2]. Given the reactants [N+:1]([CH2:4][CH2:5][CH2:6][C:7]1[CH:12]=[CH:11][C:10]([CH2:13][CH2:14][CH2:15][CH2:16][CH2:17][CH2:18][CH2:19][CH3:20])=[CH:9][CH:8]=1)([O-:3])=[O:2].[CH3:21][OH:22].[CH2:23]=[O:24].C(N(CC)CC)C, predict the reaction product. (2) Given the reactants F[C:2]1[CH:3]=[C:4]([CH:9]=[CH:10][C:11]=1[N+:12]([O-:14])=[O:13])[C:5]([O:7][CH3:8])=[O:6].[CH3:15][C:16]1[CH:23]=[CH:22][C:21]([CH3:24])=[CH:20][C:17]=1[CH2:18][NH2:19], predict the reaction product. The product is: [CH3:15][C:16]1[CH:23]=[CH:22][C:21]([CH3:24])=[CH:20][C:17]=1[CH2:18][NH:19][C:2]1[CH:3]=[C:4]([CH:9]=[CH:10][C:11]=1[N+:12]([O-:14])=[O:13])[C:5]([O:7][CH3:8])=[O:6].